Dataset: Full USPTO retrosynthesis dataset with 1.9M reactions from patents (1976-2016). Task: Predict the reactants needed to synthesize the given product. (1) Given the product [CH2:1]([N:5]1[C:9]([CH2:10][O:11][C:12]2[CH:17]=[CH:16][CH:15]=[CH:14][C:13]=2[CH2:18][C@@H:19]([O:25][C:26]2[C:27]3[C:34]([C:35]4[CH:40]=[CH:39][C:38]([O:41][CH2:42][CH2:43][N:44]5[CH2:49][CH2:48][N:47]([CH3:50])[CH2:46][CH2:45]5)=[C:37]([Cl:51])[C:36]=4[CH3:52])=[C:33]([C:53]4[CH:54]=[N:55][C:56]([O:68][CH2:67][CH2:66][N:60]5[CH2:65][CH2:64][O:63][CH2:62][CH2:61]5)=[CH:57][CH:58]=4)[S:32][C:28]=3[N:29]=[CH:30][N:31]=2)[C:20]([O:22][CH2:23][CH3:24])=[O:21])=[CH:8][CH:7]=[N:6]1)[CH2:2][CH2:3][CH3:4], predict the reactants needed to synthesize it. The reactants are: [CH2:1]([N:5]1[C:9]([CH2:10][O:11][C:12]2[CH:17]=[CH:16][CH:15]=[CH:14][C:13]=2[CH2:18][C@@H:19]([O:25][C:26]2[C:27]3[C:34]([C:35]4[CH:40]=[CH:39][C:38]([O:41][CH2:42][CH2:43][N:44]5[CH2:49][CH2:48][N:47]([CH3:50])[CH2:46][CH2:45]5)=[C:37]([Cl:51])[C:36]=4[CH3:52])=[C:33]([C:53]4[CH:54]=[N:55][C:56](F)=[CH:57][CH:58]=4)[S:32][C:28]=3[N:29]=[CH:30][N:31]=2)[C:20]([O:22][CH2:23][CH3:24])=[O:21])=[CH:8][CH:7]=[N:6]1)[CH2:2][CH2:3][CH3:4].[N:60]1([CH2:66][CH2:67][OH:68])[CH2:65][CH2:64][O:63][CH2:62][CH2:61]1.C(=O)([O-])[O-].[Cs+].[Cs+]. (2) Given the product [OH:2][C:3]1[CH:8]=[CH:7][C:6]([C:9](=[O:17])[CH2:10][C:11]2[CH:16]=[CH:15][CH:14]=[CH:13][CH:12]=2)=[CH:5][C:4]=1[N+:18]([O-:20])=[O:19], predict the reactants needed to synthesize it. The reactants are: C[O:2][C:3]1[CH:8]=[CH:7][C:6]([C:9](=[O:17])[CH2:10][C:11]2[CH:16]=[CH:15][CH:14]=[CH:13][CH:12]=2)=[CH:5][C:4]=1[N+:18]([O-:20])=[O:19].B(Br)(Br)Br. (3) Given the product [CH3:11][C:3]1[S:4][C:5]2=[CH:6][N:7]=[CH:8][CH:9]=[C:10]2[C:2]=1[B:12]1[O:16][C:15]([CH3:18])([CH3:17])[C:14]([CH3:20])([CH3:19])[O:13]1, predict the reactants needed to synthesize it. The reactants are: Br[C:2]1[C:10]2[C:5](=[CH:6][N:7]=[CH:8][CH:9]=2)[S:4][C:3]=1[CH3:11].[B:12]1([B:12]2[O:16][C:15]([CH3:18])([CH3:17])[C:14]([CH3:20])([CH3:19])[O:13]2)[O:16][C:15]([CH3:18])([CH3:17])[C:14]([CH3:20])([CH3:19])[O:13]1.C([O-])(=O)C.[K+]. (4) The reactants are: [CH2:1]([O:3][C:4](=[O:30])[CH2:5][O:6][C:7]1[CH:8]=[CH:9][C:10]2[CH2:16][CH2:15][CH2:14][CH:13]([NH:17][CH2:18][C@H:19]([OH:28])[CH2:20][O:21][C:22]3[CH:27]=[CH:26][CH:25]=[CH:24][CH:23]=3)[CH2:12][C:11]=2[CH:29]=1)[CH3:2].C(N(CC)CC)C.[C:38](O[C:38]([O:40][C:41]([CH3:44])([CH3:43])[CH3:42])=[O:39])([O:40][C:41]([CH3:44])([CH3:43])[CH3:42])=[O:39].C(=O)(O)[O-].[Na+]. Given the product [CH2:1]([O:3][C:4](=[O:30])[CH2:5][O:6][C:7]1[CH:8]=[CH:9][C:10]2[CH2:16][CH2:15][CH2:14][CH:13]([N:17]([C:38]([O:40][C:41]([CH3:44])([CH3:43])[CH3:42])=[O:39])[CH2:18][C@H:19]([OH:28])[CH2:20][O:21][C:22]3[CH:23]=[CH:24][CH:25]=[CH:26][CH:27]=3)[CH2:12][C:11]=2[CH:29]=1)[CH3:2], predict the reactants needed to synthesize it. (5) The reactants are: [NH2:1][C:2]1[C:11]2[N:12]=[C:13]([CH2:20][O:21][CH2:22][CH3:23])[N:14]([CH2:15][C:16]([CH3:19])([OH:18])[CH3:17])[C:10]=2[C:9]2[CH:8]=[CH:7][C:6]([O:24]CC3C=CC=CC=3)=[CH:5][C:4]=2[N:3]=1.Cl. Given the product [NH2:1][C:2]1[C:11]2[N:12]=[C:13]([CH2:20][O:21][CH2:22][CH3:23])[N:14]([CH2:15][C:16]([OH:18])([CH3:19])[CH3:17])[C:10]=2[C:9]2[CH:8]=[CH:7][C:6]([OH:24])=[CH:5][C:4]=2[N:3]=1, predict the reactants needed to synthesize it. (6) Given the product [NH2:1][C:2]1[CH:3]=[CH:4][C:5]([S:12](=[O:24])(=[O:25])[NH:13][C:14]2[CH:15]=[CH:16][C:17]3[CH2:21][O:20][B:19]([OH:22])[C:18]=3[CH:23]=2)=[C:6]([CH2:8][C:9]([N:30]([CH2:26][CH2:27][CH2:28][CH3:29])[CH3:31])=[O:11])[CH:7]=1, predict the reactants needed to synthesize it. The reactants are: [NH2:1][C:2]1[CH:3]=[CH:4][C:5]([S:12](=[O:25])(=[O:24])[NH:13][C:14]2[CH:15]=[CH:16][C:17]3[CH2:21][O:20][B:19]([OH:22])[C:18]=3[CH:23]=2)=[C:6]([CH2:8][C:9]([OH:11])=O)[CH:7]=1.[CH2:26]([NH:30][CH3:31])[CH2:27][CH2:28][CH3:29].C1CN([P+](ON2N=NC3C=CC=CC2=3)(N2CCCC2)N2CCCC2)CC1.F[P-](F)(F)(F)(F)F.O.